From a dataset of Full USPTO retrosynthesis dataset with 1.9M reactions from patents (1976-2016). Predict the reactants needed to synthesize the given product. (1) Given the product [CH:17]1[C:18]2[C:23](=[CH:22][CH:21]=[CH:20][CH:19]=2)[CH:24]=[CH:25][C:16]=1[C:14]1[CH:7]([C:4]2[CH:5]=[CH:6][N:1]=[CH:2][CH:3]=2)[CH2:8][C:9](=[O:26])[NH:27][N:28]=1, predict the reactants needed to synthesize it. The reactants are: [N:1]1[CH:6]=[CH:5][C:4]([CH:7]([C:14]([C:16]2[CH:25]=[CH:24][C:23]3[C:18](=[CH:19][CH:20]=[CH:21][CH:22]=3)[CH:17]=2)=O)[CH2:8][C:9](OCC)=O)=[CH:3][CH:2]=1.[OH2:26].[NH2:27][NH2:28]. (2) Given the product [Cl:1][C:2]1[CH:3]=[C:4]([CH:20]=[CH:21][C:22]=1[Cl:23])[CH2:5][N:6]1[CH2:7][CH2:8][CH:9]([NH:12][C:13](=[O:19])[CH2:14][CH2:15][C:16]2[O:18][N:51]=[C:50]([C:52]3[CH:57]=[N:56][CH:55]=[CH:54][N:53]=3)[N:49]=2)[CH2:10][CH2:11]1, predict the reactants needed to synthesize it. The reactants are: [Cl:1][C:2]1[CH:3]=[C:4]([CH:20]=[CH:21][C:22]=1[Cl:23])[CH2:5][N:6]1[CH2:11][CH2:10][CH:9]([NH:12][C:13](=[O:19])[CH2:14][CH2:15][C:16]([O-:18])=O)[CH2:8][CH2:7]1.[Li+].Cl.C(NCCCN=C=NCC)C.O.ON1C2C=CC=CC=2N=N1.O[N:49]=[C:50]([C:52]1[CH:57]=[N:56][CH:55]=[CH:54][N:53]=1)[NH2:51].